Predict the reaction yield, written as a fraction of the theoretical maximum amount of product (1.0 means a 100% yield; for example, 0.34 means a 34% yield). From a dataset of Reaction yield outcomes from USPTO patents with 853,638 reactions. The product is [CH3:29][C:26]1[CH:27]=[CH:28][C:23]([CH2:22][O:20][C:17]2[CH:18]=[CH:19][C:14]([CH2:13][C:10]3[CH:9]=[C:8]([C:7]4[C:2]([NH2:1])=[N:3][CH:4]=[CH:5][CH:6]=4)[O:12][N:11]=3)=[CH:15][CH:16]=2)=[N:24][CH:25]=1. No catalyst specified. The reactants are [NH2:1][C:2]1[C:7]([C:8]2[O:12][N:11]=[C:10]([CH2:13][C:14]3[CH:19]=[CH:18][C:17]([OH:20])=[CH:16][CH:15]=3)[CH:9]=2)=[CH:6][CH:5]=[CH:4][N:3]=1.Cl[CH2:22][C:23]1[CH:28]=[CH:27][C:26]([CH3:29])=[CH:25][N:24]=1. The yield is 0.330.